This data is from Full USPTO retrosynthesis dataset with 1.9M reactions from patents (1976-2016). The task is: Predict the reactants needed to synthesize the given product. (1) The reactants are: [CH3:1][C:2]1([CH:36]=[O:37])[CH2:7][CH2:6][C:5]([C:8]2[CH:13]=[CH:12][C:11]([O:14][CH2:15][C:16]3[CH:21]=[CH:20][CH:19]=[CH:18][CH:17]=3)=[CH:10][CH:9]=2)=[C:4]([C:22]2[CH:27]=[CH:26][C:25]([O:28][CH2:29][C:30]3[CH:35]=[CH:34][CH:33]=[CH:32][CH:31]=3)=[CH:24][CH:23]=2)[CH2:3]1.[BH4-].[Na+]. Given the product [CH3:1][C:2]1([CH2:36][OH:37])[CH2:7][CH2:6][C:5]([C:8]2[CH:13]=[CH:12][C:11]([O:14][CH2:15][C:16]3[CH:21]=[CH:20][CH:19]=[CH:18][CH:17]=3)=[CH:10][CH:9]=2)=[C:4]([C:22]2[CH:23]=[CH:24][C:25]([O:28][CH2:29][C:30]3[CH:31]=[CH:32][CH:33]=[CH:34][CH:35]=3)=[CH:26][CH:27]=2)[CH2:3]1, predict the reactants needed to synthesize it. (2) Given the product [C:1]([O:5][C:6]([NH:8][C@H:9]([C:27]([O:29][C:30]([CH3:33])([CH3:32])[CH3:31])=[O:28])[CH2:10][C@H:11]([CH2:19][C:20]1[CH:25]=[CH:24][C:23]([O:26][CH2:41][CH2:42][CH2:43][F:44])=[CH:22][CH:21]=1)[C:12]([O:14][C:15]([CH3:16])([CH3:18])[CH3:17])=[O:13])=[O:7])([CH3:2])([CH3:3])[CH3:4], predict the reactants needed to synthesize it. The reactants are: [C:1]([O:5][C:6]([NH:8][C@H:9]([C:27]([O:29][C:30]([CH3:33])([CH3:32])[CH3:31])=[O:28])[CH2:10][C@H:11]([CH2:19][C:20]1[CH:25]=[CH:24][C:23]([OH:26])=[CH:22][CH:21]=1)[C:12]([O:14][C:15]([CH3:18])([CH3:17])[CH3:16])=[O:13])=[O:7])([CH3:4])([CH3:3])[CH3:2].C(=O)([O-])[O-].[K+].[K+].I[CH2:41][CH2:42][CH2:43][F:44]. (3) Given the product [C:1]([O:5][C:6]([N:8]1[CH2:9][CH2:10][CH:11]([C:14]2[S:15][C:16]([CH2:20][O:21][C:30]3[CH:31]=[CH:32][C:27]([N:22]4[CH:26]=[N:25][N:24]=[N:23]4)=[CH:28][CH:29]=3)=[C:17]([CH3:19])[N:18]=2)[CH2:12][CH2:13]1)=[O:7])([CH3:4])([CH3:2])[CH3:3], predict the reactants needed to synthesize it. The reactants are: [C:1]([O:5][C:6]([N:8]1[CH2:13][CH2:12][CH:11]([C:14]2[S:15][C:16]([CH2:20][OH:21])=[C:17]([CH3:19])[N:18]=2)[CH2:10][CH2:9]1)=[O:7])([CH3:4])([CH3:3])[CH3:2].[N:22]1([C:27]2[CH:32]=[CH:31][C:30](O)=[CH:29][CH:28]=2)[CH:26]=[N:25][N:24]=[N:23]1.C1(P(C2C=CC=CC=2)C2C=CC=CC=2)C=CC=CC=1. (4) Given the product [CH3:28][O:29][C:30](=[O:39])[C:31]1[CH:36]=[CH:35][C:34]([CH2:37][O:8][C:6]2[CH:7]=[C:2]([Cl:1])[CH:3]=[CH:4][C:5]=2[C:9]2[N:13]([CH2:14][C:15]3[CH:20]=[CH:19][CH:18]=[C:17]([Cl:21])[CH:16]=3)[C:12]3[CH:22]=[C:23]([F:27])[C:24]([F:26])=[CH:25][C:11]=3[N:10]=2)=[CH:33][CH:32]=1, predict the reactants needed to synthesize it. The reactants are: [Cl:1][C:2]1[CH:3]=[CH:4][C:5]([C:9]2[N:13]([CH2:14][C:15]3[CH:20]=[CH:19][CH:18]=[C:17]([Cl:21])[CH:16]=3)[C:12]3[CH:22]=[C:23]([F:27])[C:24]([F:26])=[CH:25][C:11]=3[N:10]=2)=[C:6]([OH:8])[CH:7]=1.[CH3:28][O:29][C:30](=[O:39])[C:31]1[CH:36]=[CH:35][C:34]([CH2:37]Br)=[CH:33][CH:32]=1. (5) Given the product [CH2:8]([O:7][C:5](=[O:6])[C:4]1[C:10]([CH:14]2[CH2:18][CH2:17][CH2:16][CH2:15]2)=[CH:11][CH:12]=[CH:2][CH:3]=1)[CH3:9], predict the reactants needed to synthesize it. The reactants are: Br[C:2]1[CH:3]=[C:4]([CH:10]=[CH:11][CH:12]=1)[C:5]([O:7][CH2:8][CH3:9])=[O:6].[Br-].[CH:14]1([Zn+])[CH2:18][CH2:17][CH2:16][CH2:15]1. (6) Given the product [CH:1]1([C:4]2[C:9]([C:10]([NH2:44])=[O:11])=[CH:8][N:7]=[C:6]([C:13]3[C:21]4[C:16](=[CH:17][CH:18]=[C:19]([C:22]5[O:23][C:24]([NH:27][CH:28]([CH3:29])[CH3:30])=[N:25][N:26]=5)[CH:20]=4)[N:15]([S:31]([C:34]4[CH:40]=[CH:39][C:37]([CH3:38])=[CH:36][CH:35]=4)(=[O:33])=[O:32])[CH:14]=3)[N:5]=2)[CH2:3][CH2:2]1, predict the reactants needed to synthesize it. The reactants are: [CH:1]1([C:4]2[C:9]([C:10](O)=[O:11])=[CH:8][N:7]=[C:6]([C:13]3[C:21]4[C:16](=[CH:17][CH:18]=[C:19]([C:22]5[O:23][C:24]([NH:27][CH:28]([CH3:30])[CH3:29])=[N:25][N:26]=5)[CH:20]=4)[N:15]([S:31]([C:34]4[CH:40]=[CH:39][C:37]([CH3:38])=[CH:36][CH:35]=4)(=[O:33])=[O:32])[CH:14]=3)[N:5]=2)[CH2:3][CH2:2]1.C1C[N:44]([P+](ON2N=NC3C=CC=CC2=3)(N2CCCC2)N2CCCC2)CC1.F[P-](F)(F)(F)(F)F.O1CCOCC1.N. (7) Given the product [Cl:17][C:18]1[C:19]([C:2]2[CH:3]=[CH:4][CH:5]=[C:6]([NH:8][C@H:9]3[C:11]4([CH2:16][CH2:15][O:14][CH2:13][CH2:12]4)[CH2:10]3)[N:7]=2)=[CH:20][C:21]([F:24])=[N:22][CH:23]=1, predict the reactants needed to synthesize it. The reactants are: Br[C:2]1[N:7]=[C:6]([NH:8][C@H:9]2[C:11]3([CH2:16][CH2:15][O:14][CH2:13][CH2:12]3)[CH2:10]2)[CH:5]=[CH:4][CH:3]=1.[Cl:17][C:18]1[C:19](B(O)O)=[CH:20][C:21]([F:24])=[N:22][CH:23]=1.C(Cl)Cl.C([O-])([O-])=O.[Na+].[Na+]. (8) Given the product [CH3:14][C@H:3]1[C@@:2]([CH:15]=[CH2:16])([OH:1])[CH2:6][CH2:5][NH:4]1, predict the reactants needed to synthesize it. The reactants are: [OH:1][C@@:2]1([CH:15]=[CH2:16])[CH2:6][CH2:5][N:4](C(OC(C)(C)C)=O)[C@H:3]1[CH3:14].FC(F)(F)C(O)=O. (9) The reactants are: O1[C:5]2([CH2:10][CH2:9][CH:8]([N:11]3[CH:16]=[CH:15][CH:14]=[CH:13][C:12]3=[O:17])[CH2:7][CH2:6]2)[O:4]CC1.Cl. Given the product [O:4]=[C:5]1[CH2:10][CH2:9][CH:8]([N:11]2[CH:16]=[CH:15][CH:14]=[CH:13][C:12]2=[O:17])[CH2:7][CH2:6]1, predict the reactants needed to synthesize it.